Dataset: Catalyst prediction with 721,799 reactions and 888 catalyst types from USPTO. Task: Predict which catalyst facilitates the given reaction. (1) Reactant: Cl[C:2]1[C:7]([N+:8]([O-:10])=[O:9])=[CH:6][N:5]=[C:4]2[CH:11]=[CH:12][S:13][C:3]=12.[C:14]([O:17][CH2:18][CH:19]1[CH:24]=[CH:23][C@H:22]([NH2:25])[CH2:21][O:20]1)(=[O:16])[CH3:15].C(N(CC)C(C)C)(C)C. Product: [C:14]([O:17][CH2:18][CH:19]1[CH:24]=[CH:23][C@H:22]([NH:25][C:2]2[C:7]([N+:8]([O-:10])=[O:9])=[CH:6][N:5]=[C:4]3[CH:11]=[CH:12][S:13][C:3]=23)[CH2:21][O:20]1)(=[O:16])[CH3:15]. The catalyst class is: 32. (2) Reactant: [C:1]([OH:8])(=[O:7])/[CH:2]=[CH:3]\[C:4]([OH:6])=[O:5].C(OCC)C.[CH3:14][CH2:15][O:16][C:17]([C:19]1[CH:24]([C:25]2[C:30]([Cl:31])=[CH:29][CH:28]=[CH:27][CH:26]=2)[C:23]([C:32]([O:34][CH3:35])=[O:33])=[C:22]([CH3:36])[NH:21][C:20]=1[CH2:37][O:38][CH2:39][CH2:40][NH2:41])=[O:18]. Product: [CH3:14][CH2:15][O:16][C:17]([C:19]1[CH:24]([C:25]2[CH:26]=[CH:27][CH:28]=[CH:29][C:30]=2[Cl:31])[C:23]([C:32]([O:34][CH3:35])=[O:33])=[C:22]([CH3:36])[NH:21][C:20]=1[CH2:37][O:38][CH2:39][CH2:40][NH2:41])=[O:18].[CH:2](/[C:1]([OH:8])=[O:7])=[CH:3]/[C:4]([OH:6])=[O:5]. The catalyst class is: 259. (3) Reactant: [H-].[Al+3].[Li+].[H-].[H-].[H-].[CH2:7]([C:9]1[C:17]2[N:16]3[C@H:18]([CH3:23])[CH2:19][NH:20][C:21](=O)[C:15]3=[CH:14][C:13]=2[CH:12]=[CH:11][CH:10]=1)[CH3:8]. Product: [CH2:7]([C:9]1[C:17]2[N:16]3[C@H:18]([CH3:23])[CH2:19][NH:20][CH2:21][C:15]3=[CH:14][C:13]=2[CH:12]=[CH:11][CH:10]=1)[CH3:8]. The catalyst class is: 7.